This data is from NCI-60 drug combinations with 297,098 pairs across 59 cell lines. The task is: Regression. Given two drug SMILES strings and cell line genomic features, predict the synergy score measuring deviation from expected non-interaction effect. (1) Drug 1: CN(CC1=CN=C2C(=N1)C(=NC(=N2)N)N)C3=CC=C(C=C3)C(=O)NC(CCC(=O)O)C(=O)O. Drug 2: CC1=C(C(=O)C2=C(C1=O)N3CC4C(C3(C2COC(=O)N)OC)N4)N. Cell line: NCI-H522. Synergy scores: CSS=55.5, Synergy_ZIP=-2.94, Synergy_Bliss=-4.97, Synergy_Loewe=-3.75, Synergy_HSA=-2.99. (2) Drug 1: CC1=C2C(C(=O)C3(C(CC4C(C3C(C(C2(C)C)(CC1OC(=O)C(C(C5=CC=CC=C5)NC(=O)OC(C)(C)C)O)O)OC(=O)C6=CC=CC=C6)(CO4)OC(=O)C)OC)C)OC. Drug 2: CCCS(=O)(=O)NC1=C(C(=C(C=C1)F)C(=O)C2=CNC3=C2C=C(C=N3)C4=CC=C(C=C4)Cl)F. Cell line: OVCAR3. Synergy scores: CSS=46.1, Synergy_ZIP=0.347, Synergy_Bliss=-1.71, Synergy_Loewe=-41.0, Synergy_HSA=-0.522. (3) Drug 1: CNC(=O)C1=CC=CC=C1SC2=CC3=C(C=C2)C(=NN3)C=CC4=CC=CC=N4. Drug 2: C1C(C(OC1N2C=C(C(=O)NC2=O)F)CO)O. Cell line: NCI/ADR-RES. Synergy scores: CSS=21.8, Synergy_ZIP=-5.96, Synergy_Bliss=-1.26, Synergy_Loewe=-13.4, Synergy_HSA=-1.49. (4) Drug 1: CS(=O)(=O)CCNCC1=CC=C(O1)C2=CC3=C(C=C2)N=CN=C3NC4=CC(=C(C=C4)OCC5=CC(=CC=C5)F)Cl. Drug 2: CCN(CC)CCCC(C)NC1=C2C=C(C=CC2=NC3=C1C=CC(=C3)Cl)OC. Cell line: SK-MEL-5. Synergy scores: CSS=4.47, Synergy_ZIP=-3.56, Synergy_Bliss=0.107, Synergy_Loewe=-0.359, Synergy_HSA=-0.448. (5) Drug 1: CCCCCOC(=O)NC1=NC(=O)N(C=C1F)C2C(C(C(O2)C)O)O. Drug 2: C1=CC=C(C=C1)NC(=O)CCCCCCC(=O)NO. Cell line: A549. Synergy scores: CSS=-0.686, Synergy_ZIP=5.28, Synergy_Bliss=-0.771, Synergy_Loewe=-13.6, Synergy_HSA=-3.59.